From a dataset of CYP3A4 inhibition data for predicting drug metabolism from PubChem BioAssay. Regression/Classification. Given a drug SMILES string, predict its absorption, distribution, metabolism, or excretion properties. Task type varies by dataset: regression for continuous measurements (e.g., permeability, clearance, half-life) or binary classification for categorical outcomes (e.g., BBB penetration, CYP inhibition). Dataset: cyp3a4_veith. (1) The result is 0 (non-inhibitor). The drug is CCOC(=O)C1=C(C)N(CC(C)C)C(=O)/C1=C\c1ccc(OCC(=O)Nc2ccccc2)cc1. (2) The molecule is Cc1ccc(C)c(Cn2c(C(=O)OC(C)C)cc3c2ccn3C)c1. The result is 1 (inhibitor). (3) The drug is COc1ccccc1-c1cncnc1Nc1ccccc1. The result is 1 (inhibitor). (4) The result is 0 (non-inhibitor). The compound is CCCC(=O)Nc1nnc(CCN2CCCCC2)s1. (5) The molecule is Cc1onc(-c2ccccc2Cl)c1C(=O)NCc1cccs1. The result is 0 (non-inhibitor). (6) The compound is c1ccc(-c2nccc(-c3ccc(-n4cnc5ccccc54)cc3)n2)nc1. The result is 0 (non-inhibitor). (7) The drug is CC(CC(=O)O)(CC(=O)O)C(=O)O. The result is 0 (non-inhibitor). (8) The compound is Nc1ncnc2c1ncn2[C@@H]1O[C@@H]2COP(=O)(O)O[C@H]2[C@@H]1O. The result is 0 (non-inhibitor).